Dataset: Forward reaction prediction with 1.9M reactions from USPTO patents (1976-2016). Task: Predict the product of the given reaction. (1) Given the reactants [CH2:1]([O:4][C:5]([C:7]1[CH:8]=[C:9]([CH2:13][O:14][CH2:15][C@@H:16]([NH:19][C:20](=[O:38])[C@H:21]([CH2:30][C:31]2[CH:36]=[CH:35][CH:34]=[C:33]([CH3:37])[CH:32]=2)[NH:22]C(OC(C)(C)C)=O)[C:17]#[N:18])[CH:10]=[CH:11][CH:12]=1)=[O:6])[CH:2]=[CH2:3], predict the reaction product. The product is: [CH2:1]([O:4][C:5]([C:7]1[CH:8]=[C:9]([CH2:13][O:14][CH2:15][C@@H:16]([NH:19][C:20](=[O:38])[C@H:21]([CH2:30][C:31]2[CH:36]=[CH:35][CH:34]=[C:33]([CH3:37])[CH:32]=2)[NH2:22])[C:17]#[N:18])[CH:10]=[CH:11][CH:12]=1)=[O:6])[CH:2]=[CH2:3]. (2) Given the reactants Cl[C:2]1[N:7]=[C:6](Cl)[C:5]([N+:9]([O-:11])=[O:10])=[CH:4][N:3]=1.[CH3:12][O:13][C:14]([CH:16]1[CH2:21][CH2:20][CH:19]([CH2:22][NH2:23])[CH2:18][CH2:17]1)=[O:15].CCN(C(C)C)C(C)C.[CH3:33][O:34][CH2:35][CH2:36][NH:37][CH3:38], predict the reaction product. The product is: [CH3:12][O:13][C:14]([C@H:16]1[CH2:21][CH2:20][C@H:19]([CH2:22][NH:23][C:6]2[C:5]([N+:9]([O-:11])=[O:10])=[CH:4][N:3]=[C:2]([N:37]([CH2:36][CH2:35][O:34][CH3:33])[CH3:38])[N:7]=2)[CH2:18][CH2:17]1)=[O:15].